Task: Regression. Given two drug SMILES strings and cell line genomic features, predict the synergy score measuring deviation from expected non-interaction effect.. Dataset: NCI-60 drug combinations with 297,098 pairs across 59 cell lines (1) Drug 1: CC1C(C(CC(O1)OC2CC(CC3=C2C(=C4C(=C3O)C(=O)C5=C(C4=O)C(=CC=C5)OC)O)(C(=O)C)O)N)O.Cl. Drug 2: CCN(CC)CCCC(C)NC1=C2C=C(C=CC2=NC3=C1C=CC(=C3)Cl)OC. Cell line: A498. Synergy scores: CSS=19.1, Synergy_ZIP=-7.23, Synergy_Bliss=-3.07, Synergy_Loewe=-1.80, Synergy_HSA=-1.42. (2) Drug 1: CC(C)NC(=O)C1=CC=C(C=C1)CNNC.Cl. Drug 2: C1CNP(=O)(OC1)N(CCCl)CCCl. Cell line: LOX IMVI. Synergy scores: CSS=-0.668, Synergy_ZIP=-0.729, Synergy_Bliss=-2.31, Synergy_Loewe=-3.85, Synergy_HSA=-4.03. (3) Drug 1: CN(C)C1=NC(=NC(=N1)N(C)C)N(C)C. Drug 2: C1CC(C1)(C(=O)O)C(=O)O.[NH2-].[NH2-].[Pt+2]. Cell line: HOP-92. Synergy scores: CSS=42.0, Synergy_ZIP=-0.748, Synergy_Bliss=-1.23, Synergy_Loewe=-27.0, Synergy_HSA=-1.77.